This data is from Forward reaction prediction with 1.9M reactions from USPTO patents (1976-2016). The task is: Predict the product of the given reaction. Given the reactants [C:1]([O:5][C:6]([NH:8][C@H:9]1[CH2:14][CH2:13][C@H:12]([C:15]([OH:17])=O)[CH2:11][CH2:10]1)=[O:7])([CH3:4])([CH3:3])[CH3:2].[Cl:18][C:19]1[C:24]([NH2:25])=[CH:23][CH:22]=[CH:21][N:20]=1.Cl.CN(C)CCCN=C=NCC.C(=O)([O-])O.[Na+], predict the reaction product. The product is: [C:1]([O:5][C:6]([NH:8][C@H:9]1[CH2:10][CH2:11][C@H:12]([C:15]([NH:25][C:24]2[C:19]([Cl:18])=[N:20][CH:21]=[CH:22][CH:23]=2)=[O:17])[CH2:13][CH2:14]1)=[O:7])([CH3:2])([CH3:3])[CH3:4].